From a dataset of Catalyst prediction with 721,799 reactions and 888 catalyst types from USPTO. Predict which catalyst facilitates the given reaction. (1) Reactant: [Cl:1][C:2]1[N:7]=[C:6]([C:8]2[S:12][C:11]([CH:13]([CH3:15])[CH3:14])=[N:10][C:9]=2[C:16]2[CH:17]=[C:18]([CH:20]=[CH:21][CH:22]=2)[NH2:19])[CH:5]=[CH:4][N:3]=1.[N:23]1([S:29](Cl)(=[O:31])=[O:30])[CH2:28][CH2:27][O:26][CH2:25][CH2:24]1. Product: [Cl:1][C:2]1[N:7]=[C:6]([C:8]2[S:12][C:11]([CH:13]([CH3:15])[CH3:14])=[N:10][C:9]=2[C:16]2[CH:17]=[C:18]([NH:19][S:29]([N:23]3[CH2:28][CH2:27][O:26][CH2:25][CH2:24]3)(=[O:31])=[O:30])[CH:20]=[CH:21][CH:22]=2)[CH:5]=[CH:4][N:3]=1. The catalyst class is: 17. (2) The catalyst class is: 44. Product: [OH:61][C@@H:56]1[CH2:57][CH2:58][CH2:59][CH2:60][C@H:55]1[NH:54][C:4]1[S:5][C:6]2[CH:12]=[C:11]([CH2:13][N:14]3[C:18]4=[N:19][CH:20]=[C:21]([C:23]([O:25][CH3:26])=[O:24])[CH:22]=[C:17]4[N:16]=[CH:15]3)[CH:10]=[CH:9][C:7]=2[N:8]=1. Reactant: CS([C:4]1[S:5][C:6]2[CH:12]=[C:11]([CH2:13][N:14]3[C:18]4=[N:19][CH:20]=[C:21]([C:23]([O:25][CH3:26])=[O:24])[CH:22]=[C:17]4[N:16]=[CH:15]3)[CH:10]=[CH:9][C:7]=2[N:8]=1)=O.CS(C1SC2C=C(CN3C4=NC=C(C(OC)=O)C=C4N=C3)C=CC=2N=1)(=O)=O.[NH2:54][C@@H:55]1[CH2:60][CH2:59][CH2:58][CH2:57][C@H:56]1[OH:61].CCN(C(C)C)C(C)C.